This data is from Full USPTO retrosynthesis dataset with 1.9M reactions from patents (1976-2016). The task is: Predict the reactants needed to synthesize the given product. (1) Given the product [C:13]([NH:12][C:9]1[C:8]([CH3:17])=[N:7][C:6]2[C:11]([N:10]=1)=[C:2]([C:27]1[NH:35][C:34]3[CH2:33][CH2:32][NH:31][C:30](=[O:36])[C:29]=3[CH:28]=1)[C:3]([F:18])=[CH:4][CH:5]=2)([CH3:16])([CH3:15])[CH3:14], predict the reactants needed to synthesize it. The reactants are: Br[C:2]1[C:3]([F:18])=[CH:4][CH:5]=[C:6]2[C:11]=1[N:10]=[C:9]([NH:12][C:13]([CH3:16])([CH3:15])[CH3:14])[C:8]([CH3:17])=[N:7]2.CC1(C)C(C)(C)OB([C:27]2[NH:35][C:34]3[CH2:33][CH2:32][NH:31][C:30](=[O:36])[C:29]=3[CH:28]=2)O1.CC(C1C=C(C(C)C)C(C2C=CC=CC=2P(C2CCCCC2)C2CCCCC2)=C(C(C)C)C=1)C.[O-]P([O-])([O-])=O.[K+].[K+].[K+]. (2) The reactants are: [NH2:1][C:2]1[CH:9]=[CH:8][C:5]([CH2:6][NH2:7])=[CH:4][CH:3]=1.[CH:10]([N:13]=[C:14]=[N:15][CH:16]([CH3:18])[CH3:17])([CH3:12])[CH3:11]. Given the product [NH2:1][C:2]1[CH:9]=[CH:8][C:5]([CH2:6][NH:7][C:14]([NH:15][CH:16]([CH3:18])[CH3:17])=[N:13][CH:10]([CH3:12])[CH3:11])=[CH:4][CH:3]=1, predict the reactants needed to synthesize it.